This data is from Peptide-MHC class I binding affinity with 185,985 pairs from IEDB/IMGT. The task is: Regression. Given a peptide amino acid sequence and an MHC pseudo amino acid sequence, predict their binding affinity value. This is MHC class I binding data. (1) The peptide sequence is IQRDQVTDY. The MHC is HLA-A11:01 with pseudo-sequence HLA-A11:01. The binding affinity (normalized) is 0.0847. (2) The peptide sequence is CLGGLLTMV. The MHC is HLA-B35:01 with pseudo-sequence HLA-B35:01. The binding affinity (normalized) is 0. (3) The peptide sequence is LYNTVATLY. The MHC is HLA-B08:02 with pseudo-sequence HLA-B08:02. The binding affinity (normalized) is 0.0847. (4) The peptide sequence is AGLTHMMIWH. The MHC is HLA-A31:01 with pseudo-sequence HLA-A31:01. The binding affinity (normalized) is 0.0538. (5) The binding affinity (normalized) is 0.389. The peptide sequence is RMFRWLVLRI. The MHC is HLA-A68:02 with pseudo-sequence HLA-A68:02. (6) The peptide sequence is GFKLRSAVM. The MHC is HLA-A80:01 with pseudo-sequence HLA-A80:01. The binding affinity (normalized) is 0.0847. (7) The binding affinity (normalized) is 0.259. The MHC is Mamu-B08 with pseudo-sequence Mamu-B08. The peptide sequence is LRRGGRWI. (8) The peptide sequence is FGSGWTWVV. The MHC is HLA-A31:01 with pseudo-sequence HLA-A31:01. The binding affinity (normalized) is 0.0847. (9) The peptide sequence is MLGEETIKV. The MHC is HLA-A30:01 with pseudo-sequence HLA-A30:01. The binding affinity (normalized) is 0.0847. (10) The peptide sequence is TSTVEEQIQW. The MHC is HLA-A01:01 with pseudo-sequence HLA-A01:01. The binding affinity (normalized) is 0.